This data is from Reaction yield outcomes from USPTO patents with 853,638 reactions. The task is: Predict the reaction yield, written as a fraction of the theoretical maximum amount of product (1.0 means a 100% yield; for example, 0.34 means a 34% yield). (1) The reactants are [CH:1]1([CH2:4][N:5]2[C:13]3[C:8](=[CH:9][CH:10]=[C:11]([O:14][CH2:15][CH3:16])[CH:12]=3)[C:7]([F:17])=[C:6]2[C:18]2[CH:23]=[CH:22][C:21]([N+:24]([O-])=O)=[CH:20][CH:19]=2)[CH2:3][CH2:2]1.[NH4+].[Cl-].C(O)C. The catalyst is O.[Fe]. The product is [CH:1]1([CH2:4][N:5]2[C:13]3[C:8](=[CH:9][CH:10]=[C:11]([O:14][CH2:15][CH3:16])[CH:12]=3)[C:7]([F:17])=[C:6]2[C:18]2[CH:19]=[CH:20][C:21]([NH2:24])=[CH:22][CH:23]=2)[CH2:3][CH2:2]1. The yield is 0.830. (2) The yield is 0.230. The product is [CH3:33][N:34]([CH3:35])[C:30]([C:9]1[N:8]([C:6]([O:5][C:2]([CH3:3])([CH3:1])[CH3:4])=[O:7])[C:16]2[C:11]([CH:10]=1)=[CH:12][C:13]([C:24]1[CH:29]=[CH:28][CH:27]=[CH:26][CH:25]=1)=[CH:14][C:15]=2[C:17]([O:19][C:20]([CH3:21])([CH3:23])[CH3:22])=[O:18])=[O:31]. The catalyst is CN(C=O)C. The reactants are [CH3:1][C:2]([O:5][C:6]([N:8]1[C:16]2[C:11](=[CH:12][C:13]([C:24]3[CH:29]=[CH:28][CH:27]=[CH:26][CH:25]=3)=[CH:14][C:15]=2[C:17]([O:19][C:20]([CH3:23])([CH3:22])[CH3:21])=[O:18])[CH:10]=[C:9]1[C:30](O)=[O:31])=[O:7])([CH3:4])[CH3:3].[CH3:33][N:34](C(ON1N=NC2C=CC=NC1=2)=[N+](C)C)[CH3:35].F[P-](F)(F)(F)(F)F.C(N(C(C)C)CC)(C)C.CNC. (3) The reactants are [C:1]([C:3]1[CH:4]=[C:5]2[C:10](=[CH:11][C:12]=1[O:13][C:14]1[CH:19]=[CH:18][C:17]([C:20](=[O:30])[NH:21][CH2:22][CH2:23][C:24]3[CH:29]=[CH:28][CH:27]=[CH:26][CH:25]=3)=[CH:16][CH:15]=1)[O:9][CH2:8][CH2:7][CH:6]2[C:31]([O:33]C)=[O:32])#[N:2].[OH-].[Na+].O.CO. The catalyst is C1COCC1.C(OCC)(=O)C.Cl. The product is [C:1]([C:3]1[CH:4]=[C:5]2[C:10](=[CH:11][C:12]=1[O:13][C:14]1[CH:15]=[CH:16][C:17]([C:20](=[O:30])[NH:21][CH2:22][CH2:23][C:24]3[CH:25]=[CH:26][CH:27]=[CH:28][CH:29]=3)=[CH:18][CH:19]=1)[O:9][CH2:8][CH2:7][CH:6]2[C:31]([OH:33])=[O:32])#[N:2]. The yield is 0.769. (4) The reactants are [CH3:1][O:2][CH2:3][CH2:4][N:5]([CH3:21])[C:6]1[CH:11]=[C:10]([C:12]2[CH:17]=[CH:16][CH:15]=[CH:14][C:13]=2[CH3:18])[C:9]([NH:19][CH3:20])=[CH:8][N:7]=1.CCN(C(C)C)C(C)C.[F:31][C:32]([F:47])([F:46])[C:33]1[CH:34]=[C:35]([CH:39]=[C:40]([C:42]([F:45])([F:44])[F:43])[CH:41]=1)[C:36](Cl)=[O:37]. The catalyst is C(Cl)Cl. The product is [CH3:1][O:2][CH2:3][CH2:4][N:5]([CH3:21])[C:6]1[N:7]=[CH:8][C:9]([N:19]([CH3:20])[C:36](=[O:37])[C:35]2[CH:34]=[C:33]([C:32]([F:47])([F:46])[F:31])[CH:41]=[C:40]([C:42]([F:45])([F:44])[F:43])[CH:39]=2)=[C:10]([C:12]2[CH:17]=[CH:16][CH:15]=[CH:14][C:13]=2[CH3:18])[CH:11]=1. The yield is 0.330. (5) The catalyst is N1CCCCC1.C(O)C. The reactants are [NH:1]1[C:9]2[C:4](=[CH:5][CH:6]=[CH:7][CH:8]=2)[CH2:3][C:2]1=[O:10].[CH3:11][C:12]1[S:16][C:15]([CH:17]=O)=[CH:14][CH:13]=1. The product is [CH3:17][C:15]1[S:16][C:12]([CH:11]=[C:3]2[C:4]3[C:9](=[CH:8][CH:7]=[CH:6][CH:5]=3)[NH:1][C:2]2=[O:10])=[CH:13][CH:14]=1. The yield is 0.990. (6) The reactants are Br[C:2]1[CH:3]=[C:4]2[C:9](=[CH:10][CH:11]=1)[N:8]([C:12](=[O:14])[CH3:13])[C@@H:7]([CH3:15])[CH2:6][NH:5]2.C([O-])(=O)C.[K+].[B:21]1([B:21]2[O:25][C:24]([CH3:27])([CH3:26])[C:23]([CH3:29])([CH3:28])[O:22]2)[O:25][C:24]([CH3:27])([CH3:26])[C:23]([CH3:29])([CH3:28])[O:22]1. The catalyst is CC1CCCO1.C1C=CC(P(C2C=CC=CC=2)[C-]2C=CC=C2)=CC=1.C1C=CC(P(C2C=CC=CC=2)[C-]2C=CC=C2)=CC=1.Cl[Pd]Cl.[Fe+2].ClCCl. The product is [CH3:15][C@H:7]1[CH2:6][NH:5][C:4]2[C:9](=[CH:10][CH:11]=[C:2]([B:21]3[O:25][C:24]([CH3:27])([CH3:26])[C:23]([CH3:29])([CH3:28])[O:22]3)[CH:3]=2)[N:8]1[C:12](=[O:14])[CH3:13]. The yield is 0.670. (7) The reactants are Cl[C:2]1[C:11]2[C:6](=[CH:7][CH:8]=[CH:9][CH:10]=2)[N:5]=[C:4]([C:12]([F:15])([F:14])[F:13])[N:3]=1.[CH3:16][NH:17][NH2:18]. The catalyst is ClCCl. The product is [CH3:16][N:17]([C:2]1[C:11]2[C:6](=[CH:7][CH:8]=[CH:9][CH:10]=2)[N:5]=[C:4]([C:12]([F:15])([F:14])[F:13])[N:3]=1)[NH2:18]. The yield is 0.960.